Binary Classification. Given a miRNA mature sequence and a target amino acid sequence, predict their likelihood of interaction. From a dataset of Experimentally validated miRNA-target interactions with 360,000+ pairs, plus equal number of negative samples. (1) The miRNA is hsa-let-7i-3p with sequence CUGCGCAAGCUACUGCCUUGCU. The protein sequence of the target gene is MNMSQASVSFQDVTVEFTREEWQHLGPVERTLYRDVMLENYSHLISVGYCITKPKVISKLEKGEEPWSLEDEFLNQRYPGYFKVDHIKGIREKQEKPLWQEIFISDADKTLSKEGQKVLEKPFNLEIAPELSEKISCKCDSHRMNLPVASQLIISERKYSRKKTEYMNVCEKLQLDIKHEKAHAEEKSYEHGENAKAFSYKKDQHWKFQTLEESFECDGSGQGLYDKTICITPQSFLTGEKSCKDDEFRKNFDKITLFNHMRTDTRGKCSDLNEYGTSCDKTTAVEYNKVHMAMTHYECN.... Result: 0 (no interaction). (2) The miRNA is hsa-miR-205-5p with sequence UCCUUCAUUCCACCGGAGUCUG. The protein sequence of the target gene is MDPGLQQALNGMAPPGDTAMHVPAGSVASHLGTTSRSYFYLTTATLALCLVFTVATIMVLVVQRTDSIPNSPDNVPLKGGNCSEDLLCILKRAPFKKSWAYLQVAKHLNKTKLSWNKDGILHGVRYQDGNLVIQFPGLYFIICQLQFLVQCPNNSVDLKLELLINKHIKKQALVTVCESGMQTKHVYQNLSQFLLDYLQVNTTISVNVDTFQYIDTSTFPLENVLSIFLYSNSD. Result: 1 (interaction). (3) The miRNA is hsa-miR-616-3p with sequence AGUCAUUGGAGGGUUUGAGCAG. The protein sequence of the target gene is MLGKGGKRKFDEHEDGLEGKIVSPCDGPSKVSYTLQRQTIFNISLMKLYNHRPLTEPSLQKTVLINNMLRRIQEELKQEGSLRPMFTPSSQPTTEPSDSYREAPPAFSHLASPSSHPCDLGSTTPLEACLTPASLLEDDDDTFCTSQAMQPTAPTKLSPPALLPEKDSFSSALDEIEELCPTSTSTEAATAATDSVKGTSSEAGTQKLDGPQESRADDSKLMDSLPGNFEITTSTGFLTDLTLDDILFADIDTSMYDFDPCTSSSGTASKMAPVSADDLLKTLAPYSSQPVTPSQPFKMD.... Result: 1 (interaction).